This data is from Full USPTO retrosynthesis dataset with 1.9M reactions from patents (1976-2016). The task is: Predict the reactants needed to synthesize the given product. (1) Given the product [O:17]1[CH:18]=[CH:19][CH:20]=[C:16]1[C:11]1[N:12]=[C:13]([NH:15][C:30](=[O:31])[CH2:29][N:33]2[CH2:38][CH2:37][O:36][CH2:35][CH2:34]2)[S:14][C:10]=1[C:8]([C:6]1[CH:5]=[CH:4][CH:3]=[C:2]([CH3:1])[N:7]=1)=[O:9], predict the reactants needed to synthesize it. The reactants are: [CH3:1][C:2]1[N:7]=[C:6]([C:8]([C:10]2[S:14][C:13]([NH2:15])=[N:12][C:11]=2[C:16]2[O:17][CH:18]=[CH:19][CH:20]=2)=[O:9])[CH:5]=[CH:4][CH:3]=1.C(N(CC)CC)C.Br[CH2:29][C:30](Br)=[O:31].[NH:33]1[CH2:38][CH2:37][O:36][CH2:35][CH2:34]1. (2) Given the product [C:1]1([C:7]([C:17]2[CH:22]=[CH:21][C:20]([CH:23]=[CH:24][C:25]([NH:36][S:33]([C:29]3[S:28][CH:32]=[CH:31][CH:30]=3)(=[O:35])=[O:34])=[O:26])=[CH:19][CH:18]=2)=[C:8]([C:11]2[CH:16]=[CH:15][CH:14]=[CH:13][CH:12]=2)[CH2:9][CH3:10])[CH:2]=[CH:3][CH:4]=[CH:5][CH:6]=1, predict the reactants needed to synthesize it. The reactants are: [C:1]1(/[C:7](/[C:17]2[CH:22]=[CH:21][C:20]([CH:23]=[CH:24][C:25](O)=[O:26])=[CH:19][CH:18]=2)=[C:8](/[C:11]2[CH:16]=[CH:15][CH:14]=[CH:13][CH:12]=2)\[CH2:9][CH3:10])[CH:6]=[CH:5][CH:4]=[CH:3][CH:2]=1.[S:28]1[CH:32]=[CH:31][CH:30]=[C:29]1[S:33]([NH2:36])(=[O:35])=[O:34]. (3) The reactants are: [C:1]([C:4]1[S:8][C:7]([C:9]#[N:10])=[CH:6][CH:5]=1)(=[O:3])[CH3:2]. Given the product [OH:3][C@@H:1]([C:4]1[S:8][C:7]([C:9]#[N:10])=[CH:6][CH:5]=1)[CH3:2], predict the reactants needed to synthesize it.